Dataset: Full USPTO retrosynthesis dataset with 1.9M reactions from patents (1976-2016). Task: Predict the reactants needed to synthesize the given product. The reactants are: [CH3:1][S:2]([C:5]1[CH:10]=[CH:9][C:8]([CH2:11][C:12](O)=O)=[CH:7][CH:6]=1)(=[O:4])=[O:3].[F:15][C:16]([F:26])([F:25])[O:17][C:18]1[CH:23]=[CH:22][C:21]([NH2:24])=[CH:20][CH:19]=1. Given the product [CH3:1][S:2]([C:5]1[CH:6]=[CH:7][C:8]([CH2:11][CH2:12][NH:24][C:21]2[CH:22]=[CH:23][C:18]([O:17][C:16]([F:15])([F:25])[F:26])=[CH:19][CH:20]=2)=[CH:9][CH:10]=1)(=[O:3])=[O:4], predict the reactants needed to synthesize it.